From a dataset of Full USPTO retrosynthesis dataset with 1.9M reactions from patents (1976-2016). Predict the reactants needed to synthesize the given product. Given the product [CH:1]1([CH2:4][N:5]2[CH:9]=[CH:8][C:7]([NH2:10])=[N:6]2)[CH2:3][CH2:2]1, predict the reactants needed to synthesize it. The reactants are: [CH:1]1([CH2:4][N:5]2[CH:9]=[CH:8][C:7]([N+:10]([O-])=O)=[N:6]2)[CH2:3][CH2:2]1.NN.